From a dataset of Forward reaction prediction with 1.9M reactions from USPTO patents (1976-2016). Predict the product of the given reaction. (1) Given the reactants [F:1][C:2]1[CH:20]=[CH:19][C:5]([CH2:6][N:7]2[CH:16]=[CH:15][C:14]3[C:9](=[CH:10][CH:11]=[CH:12][C:13]=3I)[C:8]2=[O:18])=[CH:4][CH:3]=1.[NH2:21][CH2:22][C:23]1([OH:30])[CH2:29][CH2:28][CH2:27][CH2:26][CH2:25][CH2:24]1.N12CCCN=C1CCCCC2.[O:42]1CCOC[CH2:43]1, predict the reaction product. The product is: [OH:30][C:23]1([CH2:22][NH:21][C:43]([C:13]2[C:14]3[CH:15]=[CH:16][N:7]([CH2:6][C:5]4[CH:19]=[CH:20][C:2]([F:1])=[CH:3][CH:4]=4)[C:8](=[O:18])[C:9]=3[CH:10]=[CH:11][CH:12]=2)=[O:42])[CH2:29][CH2:28][CH2:27][CH2:26][CH2:25][CH2:24]1. (2) Given the reactants Cl[O-].[Na+].[CH2:4]1[C:12]2[C:7](=[CH:8][CH:9]=[C:10]([C:13](=[O:15])C)[CH:11]=2)[CH2:6][CH2:5]1.C([O-])(O)=[O:17].[Na+], predict the reaction product. The product is: [CH2:6]1[C:7]2[C:12](=[CH:11][C:10]([C:13]([OH:15])=[O:17])=[CH:9][CH:8]=2)[CH2:4][CH2:5]1. (3) Given the reactants [C:1]([Si:5]([CH3:35])([CH3:34])[O:6][CH:7]([CH2:18][O:19][C:20]1[CH:25]=[CH:24][CH:23]=[C:22]([C:26]2[N:31]=[C:30](Cl)[CH:29]=[C:28]([Cl:33])[N:27]=2)[CH:21]=1)[CH2:8][N:9]([CH3:17])[C:10](=[O:16])[O:11][C:12]([CH3:15])([CH3:14])[CH3:13])([CH3:4])([CH3:3])[CH3:2].O1CCOC[CH2:37]1.[CH3:42][C:43]1[C:47](B(O)O)=[C:46]([CH3:51])[O:45][N:44]=1.C([O-])([O-])=O.[Na+].[Na+], predict the reaction product. The product is: [Si:5]([O:6][CH:7]([CH2:18][O:19][C:20]1[CH:25]=[CH:24][CH:23]=[C:22]([C:26]2[N:27]=[C:28]([Cl:33])[C:29]([CH3:37])=[C:30]([C:47]3[C:43]([CH3:42])=[N:44][O:45][C:46]=3[CH3:51])[N:31]=2)[CH:21]=1)[CH2:8][N:9]([CH3:17])[C:10](=[O:16])[O:11][C:12]([CH3:15])([CH3:14])[CH3:13])([C:1]([CH3:3])([CH3:4])[CH3:2])([CH3:35])[CH3:34]. (4) Given the reactants [S:1]1(=[O:9])(=[O:8])[CH2:7][CH2:6][CH2:5][NH:4][CH2:3][CH2:2]1.[Cl:10][CH2:11][CH:12]=O.O.B.N1C=CC=CC=1C, predict the reaction product. The product is: [Cl:10][CH2:11][CH2:12][N:4]1[CH2:5][CH2:6][CH2:7][S:1](=[O:9])(=[O:8])[CH2:2][CH2:3]1. (5) Given the reactants [H-].[Na+].[CH3:3][N:4]1[CH:8]=[C:7]([C:9]([CH:11]2[CH2:16][CH2:15][O:14][CH2:13][CH2:12]2)=O)[CH:6]=[N:5]1.[OH2:17], predict the reaction product. The product is: [CH3:3][N:4]1[CH:8]=[C:7]([C:9]([CH:11]2[CH2:16][CH2:15][O:14][CH2:13][CH2:12]2)=[CH:12][C:13]([O:14][CH2:15][CH3:16])=[O:17])[CH:6]=[N:5]1. (6) Given the reactants [CH:1]([S:4][C:5]1[CH:10]=[CH:9][CH:8]=[C:7]([C:11]2[CH:16]=[CH:15][C:14]([Cl:17])=[CH:13][C:12]=2[Cl:18])[CH:6]=1)([CH3:3])[CH3:2].ClC1C=CC=C(C(OO)=[O:27])C=1.C(=O)(O)[O-].[Na+], predict the reaction product. The product is: [CH:1]([S:4]([C:5]1[CH:10]=[CH:9][CH:8]=[C:7]([C:11]2[CH:16]=[CH:15][C:14]([Cl:17])=[CH:13][C:12]=2[Cl:18])[CH:6]=1)=[O:27])([CH3:3])[CH3:2].